From a dataset of Reaction yield outcomes from USPTO patents with 853,638 reactions. Predict the reaction yield, written as a fraction of the theoretical maximum amount of product (1.0 means a 100% yield; for example, 0.34 means a 34% yield). (1) The product is [F:19][C:13]1[CH:14]=[CH:15][CH:16]=[C:17]([F:18])[C:12]=1[C:9]1[N:8]=[CH:7][C:6]([C:4]([OH:5])=[O:3])=[CH:11][CH:10]=1. The yield is 0.630. The reactants are C([O:3][C:4]([C:6]1[CH:7]=[N:8][C:9]([C:12]2[C:17]([F:18])=[CH:16][CH:15]=[CH:14][C:13]=2[F:19])=[CH:10][CH:11]=1)=[O:5])C.[OH-].[Na+]. The catalyst is CO. (2) The reactants are [CH3:1][O:2][C:3]([C:5]1[C:10]2[O:11][C:12]3[C:17]([C:18]([O:20][CH3:21])=[O:19])=[CH:16][CH:15]=[CH:14][C:13]=3[C:9]=2[C:8]([OH:22])=[CH:7][CH:6]=1)=[O:4].[F:23][C:24]([F:37])([F:36])[S:25](O[S:25]([C:24]([F:37])([F:36])[F:23])(=[O:27])=[O:26])(=[O:27])=[O:26]. The catalyst is N1C=CC=CC=1. The product is [CH3:1][O:2][C:3]([C:5]1[C:10]2[O:11][C:12]3[C:17]([C:18]([O:20][CH3:21])=[O:19])=[CH:16][CH:15]=[CH:14][C:13]=3[C:9]=2[C:8]([O:22][S:25]([C:24]([F:37])([F:36])[F:23])(=[O:27])=[O:26])=[CH:7][CH:6]=1)=[O:4]. The yield is 0.920. (3) The reactants are [Br:1][C:2]1[CH:3]=[CH:4][C:5]([O:20]C)=[C:6]([S:8]([NH:11][C:12]2[CH:17]=[C:16]([Cl:18])[CH:15]=[C:14]([Cl:19])[CH:13]=2)(=[O:10])=[O:9])[CH:7]=1.[I-].[Li+].N1C(C)=CC(C)=CC=1C.Cl. No catalyst specified. The product is [Br:1][C:2]1[CH:3]=[CH:4][C:5]([OH:20])=[C:6]([S:8]([NH:11][C:12]2[CH:17]=[C:16]([Cl:18])[CH:15]=[C:14]([Cl:19])[CH:13]=2)(=[O:10])=[O:9])[CH:7]=1. The yield is 0.453. (4) The reactants are [NH2:1][C:2]1[C:3]([NH:11][C@H:12]2[CH2:17][CH2:16][C@H:15]([CH2:18][C:19]#[N:20])[C@H:14]([O:21][CH3:22])[CH2:13]2)=[C:4]2[S:10][CH:9]=[CH:8][C:5]2=[N:6][CH:7]=1.[C:23](OCC)(OCC)(OCC)[CH3:24].C(O)(=O)C. No catalyst specified. The product is [CH3:22][O:21][C@@H:14]1[CH2:13][C@@H:12]([N:11]2[C:3]3=[C:4]4[S:10][CH:9]=[CH:8][C:5]4=[N:6][CH:7]=[C:2]3[N:1]=[C:23]2[CH3:24])[CH2:17][CH2:16][C@@H:15]1[CH2:18][C:19]#[N:20]. The yield is 0.580.